Dataset: Full USPTO retrosynthesis dataset with 1.9M reactions from patents (1976-2016). Task: Predict the reactants needed to synthesize the given product. (1) Given the product [Cl:1][C:2]1[N:7]=[C:6]([C:22]2[CH:21]=[N:20][N:19]([CH:15]([CH:10]3[CH2:14][CH2:13][CH2:12][CH2:11]3)[CH2:16][C:17]#[N:18])[CH:23]=2)[C:5]([CH2:9][CH3:42])=[CH:4][N:3]=1, predict the reactants needed to synthesize it. The reactants are: [Cl:1][C:2]1[N:7]=[C:6](Cl)[C:5]([CH3:9])=[CH:4][N:3]=1.[CH:10]1([CH:15]([N:19]2[CH:23]=[C:22](B3OC(C)(C)C(C)(C)O3)[CH:21]=[N:20]2)[CH2:16][C:17]#[N:18])[CH2:14][CH2:13][CH2:12][CH2:11]1.P([O-])([O-])([O-])=O.[K+].[K+].[K+].O1CCOC[CH2:42]1. (2) The reactants are: [C-:1]#[C-:2].[Li+].[Li+].Br[CH2:6][CH2:7][CH2:8][CH2:9][CH2:10][CH2:11][C:12]1[CH:17]=[CH:16][CH:15]=[CH:14][CH:13]=1.O. Given the product [CH2:11]([C:12]1[CH:17]=[CH:16][CH:15]=[CH:14][CH:13]=1)[CH2:10][CH2:9][CH2:8][CH2:7][CH2:6][C:1]#[CH:2], predict the reactants needed to synthesize it.